From a dataset of Forward reaction prediction with 1.9M reactions from USPTO patents (1976-2016). Predict the product of the given reaction. Given the reactants [F:1][C:2]([F:15])([F:14])[S:3]([O:6]S(C(F)(F)F)(=O)=O)(=[O:5])=[O:4].[CH2:16]([O:18][C:19](=[O:23])[CH:20](O)[CH3:21])[CH3:17].N1C=CC=CC=1, predict the reaction product. The product is: [F:1][C:2]([F:15])([F:14])[S:3]([O:6][CH:20]([CH3:21])[C:19]([O:18][CH2:16][CH3:17])=[O:23])(=[O:5])=[O:4].